Dataset: NCI-60 drug combinations with 297,098 pairs across 59 cell lines. Task: Regression. Given two drug SMILES strings and cell line genomic features, predict the synergy score measuring deviation from expected non-interaction effect. Drug 1: CC1=CC2C(CCC3(C2CCC3(C(=O)C)OC(=O)C)C)C4(C1=CC(=O)CC4)C. Drug 2: B(C(CC(C)C)NC(=O)C(CC1=CC=CC=C1)NC(=O)C2=NC=CN=C2)(O)O. Cell line: OVCAR-5. Synergy scores: CSS=-0.971, Synergy_ZIP=1.66, Synergy_Bliss=1.29, Synergy_Loewe=-2.25, Synergy_HSA=-2.25.